Predict which catalyst facilitates the given reaction. From a dataset of Catalyst prediction with 721,799 reactions and 888 catalyst types from USPTO. (1) Reactant: Cl[C:2]1[CH:7]=[CH:6][C:5]([N+:8]([O-:10])=[O:9])=[CH:4][N:3]=1.[OH:11][C:12]1[CH:19]=[CH:18][C:15]([C:16]#[N:17])=[CH:14][C:13]=1[C:20]([F:23])([F:22])[F:21].O. Product: [N+:8]([C:5]1[CH:6]=[CH:7][C:2]([O:11][C:12]2[CH:19]=[CH:18][C:15]([C:16]#[N:17])=[CH:14][C:13]=2[C:20]([F:21])([F:22])[F:23])=[N:3][CH:4]=1)([O-:10])=[O:9]. The catalyst class is: 3. (2) Reactant: C[O:2][C:3](=[O:24])[C:4]1[CH:9]=[CH:8][C:7](/[CH:10]=[CH:11]/[C:12]2[C:20]3[C:15](=[CH:16][CH:17]=[CH:18][CH:19]=3)[NH:14][N:13]=2)=[C:6]([N+:21]([O-:23])=[O:22])[CH:5]=1.[OH-].[Na+].Cl. Product: [NH:14]1[C:15]2[C:20](=[CH:19][CH:18]=[CH:17][CH:16]=2)[C:12]([CH:11]=[CH:10][C:7]2[CH:8]=[CH:9][C:4]([C:3]([OH:24])=[O:2])=[CH:5][C:6]=2[N+:21]([O-:23])=[O:22])=[N:13]1. The catalyst class is: 5. (3) Reactant: [CH2:1]([O:8][C:9]1[CH:14]=[CH:13][C:12]([C:15](=O)[CH3:16])=[C:11]([O:18]COC)[CH:10]=1)[C:2]1[CH:7]=[CH:6][CH:5]=[CH:4][CH:3]=1.[OH-].[K+].O.NN.Cl. Product: [CH2:1]([O:8][C:9]1[CH:14]=[CH:13][C:12]([CH2:15][CH3:16])=[C:11]([OH:18])[CH:10]=1)[C:2]1[CH:3]=[CH:4][CH:5]=[CH:6][CH:7]=1. The catalyst class is: 196. (4) Reactant: [Cl:1][C:2]1[CH:7]=[CH:6][CH:5]=[CH:4][C:3]=1[C:8]1[C:9]([C:21]([O:23]CC)=[O:22])=[CH:10][N:11]([C:13]2[C:18]([Cl:19])=[CH:17][N:16]=[C:15]([Cl:20])[CH:14]=2)[CH:12]=1.[OH-].[Na+]. Product: [Cl:1][C:2]1[CH:7]=[CH:6][CH:5]=[CH:4][C:3]=1[C:8]1[C:9]([C:21]([OH:23])=[O:22])=[CH:10][N:11]([C:13]2[C:18]([Cl:19])=[CH:17][N:16]=[C:15]([Cl:20])[CH:14]=2)[CH:12]=1. The catalyst class is: 799. (5) Reactant: C1C=CC2SN=C(N3CCNCC3)C=2C=1.Cl.[C:17]([O-:20])([O-:19])=[O:18].[Na+:21].[Na+].[O-:23][S:24]([O-:27])(=[O:26])=[O:25].[Na+].[Na+].C1C=CC2SN=C(N3CCN(CCC4C=C5CC(=O)NC5=CC=4Cl)CC3)C=2C=1. Product: [OH2:18].[C:17]([O-:20])([O-:19])=[O:18].[Na+:21].[Na+:21].[O-:26][S:24]([O-:27])(=[O:25])=[O:23].[Na+:21].[Na+:21]. The catalyst class is: 6. (6) Reactant: [C:1]([C:4]1[CH:5]([C:32]2[CH:37]=[CH:36][C:35]([C:38]#[N:39])=[CH:34][CH:33]=2)[CH:6]([C:22]([O:24]CC2C=CC=CC=2)=[O:23])[C:7](=[O:21])[N:8]([C:11]2[CH:16]=[CH:15][CH:14]=[C:13]([C:17]([F:20])([F:19])[F:18])[CH:12]=2)[C:9]=1[CH3:10])(=[O:3])[CH3:2].[H][H]. Product: [C:1]([C:4]1[CH:5]([C:32]2[CH:37]=[CH:36][C:35]([C:38]#[N:39])=[CH:34][CH:33]=2)[CH:6]([C:22]([OH:24])=[O:23])[C:7](=[O:21])[N:8]([C:11]2[CH:16]=[CH:15][CH:14]=[C:13]([C:17]([F:20])([F:18])[F:19])[CH:12]=2)[C:9]=1[CH3:10])(=[O:3])[CH3:2]. The catalyst class is: 304. (7) Reactant: [N+:1]([O-:4])([OH:3])=[O:2].[CH2:5]1[CH2:10][CH2:9][CH:8]([CH:11]([CH:19]2[CH2:24][CH2:23][CH2:22][CH2:21][CH2:20]2)[CH2:12][CH:13]2[NH:18][CH2:17][CH2:16][CH2:15][CH2:14]2)[CH2:7][CH2:6]1. Product: [CH2:5]1[CH2:6][CH2:7][CH:8]([CH:11]([CH:19]2[CH2:24][CH2:23][CH2:22][CH2:21][CH2:20]2)[CH2:12][CH:13]2[NH:18][CH2:17][CH2:16][CH2:15][CH2:14]2)[CH2:9][CH2:10]1.[N+:1]([O-:4])([O-:3])=[O:2]. The catalyst class is: 382. (8) Reactant: [F:1][C:2]1[CH:9]=[C:8]([S:10][C:11]([F:14])([F:13])[F:12])[CH:7]=[C:6]([F:15])[C:3]=1[NH:4][CH3:5].[F:16][C:17]1[CH:27]=[CH:26][CH:25]=[C:24]([F:28])[C:18]=1[C:19]([N:21]=[C:22]=[O:23])=[O:20]. Product: [F:16][C:17]1[CH:27]=[CH:26][CH:25]=[C:24]([F:28])[C:18]=1[C:19]([NH:21][C:22](=[O:23])[N:4]([C:3]1[C:6]([F:15])=[CH:7][C:8]([S:10][C:11]([F:14])([F:13])[F:12])=[CH:9][C:2]=1[F:1])[CH3:5])=[O:20]. The catalyst class is: 27.